Dataset: CYP2C9 inhibition data for predicting drug metabolism from PubChem BioAssay. Task: Regression/Classification. Given a drug SMILES string, predict its absorption, distribution, metabolism, or excretion properties. Task type varies by dataset: regression for continuous measurements (e.g., permeability, clearance, half-life) or binary classification for categorical outcomes (e.g., BBB penetration, CYP inhibition). Dataset: cyp2c9_veith. (1) The molecule is CC(C)CO/N=C1/C[C@@H](O)[C@@H](O)[C@@H]2[C@@H]3C(=O)N(Cc4ccccc4)C(=O)[C@H]3CC[C@@H]12. The result is 0 (non-inhibitor). (2) The drug is CN1CCN(c2ncc3nc(-c4cccc(C#N)c4)c(=O)n(Cc4ccc(F)cc4)c3n2)CC1. The result is 1 (inhibitor). (3) The molecule is COCCn1c(=O)c(-c2ccc(OC)cc2)nc2cnc(Oc3ccc(OC)cc3)nc21. The result is 0 (non-inhibitor). (4) The result is 1 (inhibitor). The drug is Cn1nc(C(F)(F)F)c(C(=O)Nc2ccc(F)cc2F)c1Sc1ccc(C(F)(F)F)cc1. (5) The drug is OCCN(CO)CO. The result is 0 (non-inhibitor). (6) The drug is O=[N+]([O-])c1ccc(CSc2ncnc3c2ncn3[C@@H]2O[C@@H](CO)[C@@H](O)[C@H]2O)cc1. The result is 0 (non-inhibitor). (7) The compound is C[N+]1(C)CCC[C@H]1C(=O)[O-]. The result is 0 (non-inhibitor). (8) The drug is COC(=O)[C@H](N)Cc1ccc(Cl)cc1. The result is 0 (non-inhibitor). (9) The molecule is COc1cccc(NC(=S)NNC(=O)C(C)n2nc(C)c([N+](=O)[O-])c2C)c1. The result is 1 (inhibitor). (10) The molecule is O=C(CSc1nc2c(c(=O)n1-c1ccc(F)cc1)SCC2)N1CCCC1. The result is 0 (non-inhibitor).